This data is from Forward reaction prediction with 1.9M reactions from USPTO patents (1976-2016). The task is: Predict the product of the given reaction. Given the reactants [F:1][C:2]1[CH:3]=[C:4]([CH2:13][CH2:14][C:15]([NH:17][CH2:18][CH2:19][CH2:20][C:21]2[N:22]([CH2:27][CH3:28])[N:23]=[C:24]([CH3:26])[CH:25]=2)=O)[CH:5]=[C:6]([F:12])[C:7]=1[C:8]([F:11])([F:10])[F:9].P(Cl)(Cl)(Cl)=O.[BH4-].[Na+], predict the reaction product. The product is: [F:1][C:2]1[CH:3]=[C:4]([CH2:13][CH2:14][CH:15]2[NH:17][CH2:18][CH2:19][CH2:20][C:21]3[N:22]([CH2:27][CH3:28])[N:23]=[C:24]([CH3:26])[C:25]2=3)[CH:5]=[C:6]([F:12])[C:7]=1[C:8]([F:11])([F:10])[F:9].